Predict which catalyst facilitates the given reaction. From a dataset of Catalyst prediction with 721,799 reactions and 888 catalyst types from USPTO. (1) Reactant: [C:1]([O:5][C:6]([N:8]1[CH2:13][CH2:12][N:11]([C:14]2[NH:22][C:21]3[C:20](=[O:23])[NH:19][CH:18]=[N:17][C:16]=3[CH:15]=2)[CH2:10][CH2:9]1)=[O:7])([CH3:4])([CH3:3])[CH3:2].C(=O)([O-])[O-].[K+].[K+].Br[CH2:31][C:32]([C:34]1[CH:39]=[CH:38][CH:37]=[C:36]([O:40][CH3:41])[CH:35]=1)=[O:33]. Product: [C:1]([O:5][C:6]([N:8]1[CH2:9][CH2:10][N:11]([C:14]2[NH:22][C:21]3[C:20](=[O:23])[N:19]([CH2:31][C:32]([C:34]4[CH:39]=[CH:38][CH:37]=[C:36]([O:40][CH3:41])[CH:35]=4)=[O:33])[CH:18]=[N:17][C:16]=3[CH:15]=2)[CH2:12][CH2:13]1)=[O:7])([CH3:4])([CH3:2])[CH3:3]. The catalyst class is: 3. (2) Reactant: [C:1]1(=[O:7])[O:6][C:4](=[O:5])[CH:3]=[CH:2]1.[CH:8]12[CH2:14][CH:11]([CH2:12][CH2:13]1)[CH:10]=[CH:9]2.[CH2:15]([CH:19]1[CH2:24][CH:23]2[CH2:25][CH:20]1[CH:21]=[CH:22]2)[CH2:16][CH2:17][CH3:18].CC(N=NC(C#N)(C)C)(C#N)C. Product: [C:4]1(=[O:5])[O:6][C:1](=[O:7])[CH:2]=[CH:3]1.[CH:8]12[CH2:14][CH:11]([CH2:12][CH2:13]1)[CH:10]=[CH:9]2.[CH2:15]([CH:19]1[CH2:24][CH:23]2[CH2:25][CH:20]1[CH:21]=[CH:22]2)[CH2:16][CH2:17][CH3:18]. The catalyst class is: 1. (3) Reactant: [CH3:1][C:2]([SH:5])([CH3:4])[CH3:3].C(N(CC)CC)C.[CH2:13]([Sn:17](Cl)([CH2:22][CH2:23][CH2:24][CH3:25])[CH2:18][CH2:19][CH2:20][CH3:21])[CH2:14][CH2:15][CH3:16]. Product: [CH2:22]([Sn:17]([CH2:13][CH2:14][CH2:15][CH3:16])([CH2:18][CH2:19][CH2:20][CH3:21])[S:5][C:2]([CH3:4])([CH3:3])[CH3:1])[CH2:23][CH2:24][CH3:25]. The catalyst class is: 53. (4) Reactant: [CH:1]1([NH:4][C:5]([NH:7][C:8]2[CH:13]=[CH:12][C:11]([O:14][C:15]3[CH:20]=[CH:19][N:18]=[C:17]4[CH:21]=[C:22]([C:24]5[CH:29]=[CH:28][C:27]([CH:30]=O)=[CH:26][N:25]=5)[S:23][C:16]=34)=[C:10]([F:32])[CH:9]=2)=[O:6])[CH2:3][CH2:2]1.[NH2:33][CH:34]1[CH2:37][N:36]([C:38]([O:40][C:41]([CH3:44])([CH3:43])[CH3:42])=[O:39])[CH2:35]1.C(O)(=O)C.[BH-](OC(C)=O)(OC(C)=O)OC(C)=O.[Na+].C([O-])(O)=O.[Na+]. Product: [CH:1]1([NH:4][C:5](=[O:6])[NH:7][C:8]2[CH:13]=[CH:12][C:11]([O:14][C:15]3[CH:20]=[CH:19][N:18]=[C:17]4[CH:21]=[C:22]([C:24]5[N:25]=[CH:26][C:27]([CH2:30][NH:33][CH:34]6[CH2:35][N:36]([C:38]([O:40][C:41]([CH3:44])([CH3:43])[CH3:42])=[O:39])[CH2:37]6)=[CH:28][CH:29]=5)[S:23][C:16]=34)=[C:10]([F:32])[CH:9]=2)[CH2:3][CH2:2]1. The catalyst class is: 37. (5) The catalyst class is: 19. Reactant: Cl.[N:2]1([CH2:7][C@@:8]2([C:52]3[CH:57]=[CH:56][C:55]([F:58])=[CH:54][C:53]=3[F:59])[O:12][CH2:11][C@@H:10]([CH2:13][O:14][C:15]3[CH:20]=[CH:19][C:18]([N:21]4[CH2:26][CH2:25][N:24]([C:27]5[CH:32]=[CH:31][C:30]([N:33]6[C:37](=[O:38])[N:36]([C@H:39]([CH2:50][CH3:51])[C@@H:40]([O:42]CC7C=CC=CC=7)[CH3:41])[N:35]=[CH:34]6)=[CH:29][CH:28]=5)[CH2:23][CH2:22]4)=[CH:17][CH:16]=3)[CH2:9]2)[CH:6]=[N:5][CH:4]=[N:3]1. Product: [CH3:51][CH2:50][C@H:39]([N:36]1[N:35]=[CH:34][N:33]([C:30]2[CH:31]=[CH:32][C:27]([N:24]3[CH2:23][CH2:22][N:21]([C:18]4[CH:17]=[CH:16][C:15]([O:14][CH2:13][C@@H:10]5[CH2:11][O:12][C@:8]([C:52]6[CH:57]=[CH:56][C:55]([F:58])=[CH:54][C:53]=6[F:59])([CH2:7][N:2]6[N:3]=[CH:4][N:5]=[CH:6]6)[CH2:9]5)=[CH:20][CH:19]=4)[CH2:26][CH2:25]3)=[CH:28][CH:29]=2)[C:37]1=[O:38])[C@@H:40]([OH:42])[CH3:41]. (6) Reactant: [OH:1][CH2:2][C:3]1[CH:12]=[CH:11][CH:10]=[C:9]2[C:4]=1[CH:5]=[CH:6][C:7](O)=[N:8]2.[C:14](=O)([O-])[O-:15].[K+].[K+].CI.O. Product: [OH:1][CH2:2][C:3]1[CH:12]=[CH:11][C:10]([O:15][CH3:14])=[C:9]2[C:4]=1[CH:5]=[CH:6][CH:7]=[N:8]2. The catalyst class is: 3. (7) Reactant: [F:1][C:2]1[CH:7]=[CH:6][C:5]([C:8]2[C:16]([C:17]3[CH:22]=[CH:21][N:20]=[C:19](F)[CH:18]=3)=[C:11]3[CH:12]=[CH:13][CH:14]=[CH:15][N:10]3[N:9]=2)=[CH:4][CH:3]=1.[NH2:24][CH2:25][CH2:26][C:27]1[N:31]=[CH:30][NH:29][CH:28]=1. Product: [F:1][C:2]1[CH:7]=[CH:6][C:5]([C:8]2[C:16]([C:17]3[CH:22]=[CH:21][N:20]=[C:19]([NH:24][CH2:25][CH2:26][C:27]4[NH:31][CH:30]=[N:29][CH:28]=4)[CH:18]=3)=[C:11]3[CH:12]=[CH:13][CH:14]=[CH:15][N:10]3[N:9]=2)=[CH:4][CH:3]=1. The catalyst class is: 13. (8) Reactant: Cl[CH:2]([O:8][CH3:9])[CH2:3][Si:4]([CH3:7])([CH3:6])[CH3:5].[Br:10][C:11]1[CH:12]=[CH:13][C:14]2[N:18]=[C:17]([CH:19]([F:21])[F:20])[NH:16][C:15]=2[CH:22]=1.C(N(CC)C(C)C)(C)C. Product: [Br:10][C:11]1[CH:12]=[CH:13][C:14]2[N:18]=[C:17]([CH:19]([F:20])[F:21])[N:16]([CH2:9][O:8][CH2:2][CH2:3][Si:4]([CH3:7])([CH3:6])[CH3:5])[C:15]=2[CH:22]=1. The catalyst class is: 4. (9) Reactant: [N+:1]([C:4]1[CH:12]=[CH:11][C:10]([N:13]2[CH2:18][CH:17]([CH3:19])[O:16][CH:15]([CH3:20])[CH2:14]2)=[CH:9][C:5]=1[C:6]([OH:8])=[O:7])([O-])=O.C1CCCCC=1. Product: [NH2:1][C:4]1[CH:12]=[CH:11][C:10]([N:13]2[CH2:18][CH:17]([CH3:19])[O:16][CH:15]([CH3:20])[CH2:14]2)=[CH:9][C:5]=1[C:6]([OH:8])=[O:7]. The catalyst class is: 45. (10) Reactant: Cl[CH2:2][Si:3]1([CH3:8])[CH2:7][CH2:6][CH2:5][CH2:4]1.[K].[C:10]1(=[O:20])[NH:14][C:13](=[O:15])[C:12]2=[CH:16][CH:17]=[CH:18][CH:19]=[C:11]12. Product: [CH3:8][Si:3]1([CH2:2][N:14]2[C:10](=[O:20])[C:11]3[C:12](=[CH:16][CH:17]=[CH:18][CH:19]=3)[C:13]2=[O:15])[CH2:7][CH2:6][CH2:5][CH2:4]1. The catalyst class is: 9.